This data is from Merck oncology drug combination screen with 23,052 pairs across 39 cell lines. The task is: Regression. Given two drug SMILES strings and cell line genomic features, predict the synergy score measuring deviation from expected non-interaction effect. (1) Drug 1: N#Cc1ccc(Cn2cncc2CN2CCN(c3cccc(Cl)c3)C(=O)C2)cc1. Drug 2: Cc1nc(Nc2ncc(C(=O)Nc3c(C)cccc3Cl)s2)cc(N2CCN(CCO)CC2)n1. Cell line: MDAMB436. Synergy scores: synergy=27.8. (2) Drug 1: C=CCn1c(=O)c2cnc(Nc3ccc(N4CCN(C)CC4)cc3)nc2n1-c1cccc(C(C)(C)O)n1. Drug 2: Cc1nc(Nc2ncc(C(=O)Nc3c(C)cccc3Cl)s2)cc(N2CCN(CCO)CC2)n1. Cell line: SKOV3. Synergy scores: synergy=18.4.